Dataset: Peptide-MHC class I binding affinity with 185,985 pairs from IEDB/IMGT. Task: Regression. Given a peptide amino acid sequence and an MHC pseudo amino acid sequence, predict their binding affinity value. This is MHC class I binding data. (1) The peptide sequence is FLLDYEGTL. The MHC is HLA-A02:01 with pseudo-sequence HLA-A02:01. The binding affinity (normalized) is 0.834. (2) The peptide sequence is VAGLITGGR. The MHC is HLA-A03:01 with pseudo-sequence HLA-A03:01. The binding affinity (normalized) is 0. (3) The peptide sequence is YRYTYRCHR. The MHC is HLA-A26:01 with pseudo-sequence HLA-A26:01. The binding affinity (normalized) is 0.0847. (4) The peptide sequence is GIRYPKTFGW. The MHC is Mamu-B17 with pseudo-sequence Mamu-B17. The binding affinity (normalized) is 0.288.